This data is from Forward reaction prediction with 1.9M reactions from USPTO patents (1976-2016). The task is: Predict the product of the given reaction. Given the reactants [CH3:1][O:2][C:3](=[O:29])[C@@H:4]([NH:14][C:15]([C:17]1[C:18]([CH3:28])=[N:19][C:20]([NH:24][CH2:25][C:26]#[CH:27])=[N:21][C:22]=1[CH3:23])=[O:16])[CH2:5][NH:6][C:7]([O:9]C(C)(C)C)=O.[C:30](O)([C:32](F)(F)F)=O.C(Cl)Cl.CCN(C(C)C)C(C)C.[S:49]1[CH:53]=CC=[C:50]1C(O)=O.CN(C(ON1N=NC2C=CC=CC1=2)=[N+](C)C)C.F[P-](F)(F)(F)(F)F.C1C=CC2N(O)N=NC=2C=1, predict the reaction product. The product is: [CH3:1][O:2][C:3](=[O:29])[C@@H:4]([NH:14][C:15]([C:17]1[C:22]([CH3:23])=[N:21][C:20]([NH:24][CH2:25][C:26]#[CH:27])=[N:19][C:18]=1[CH3:28])=[O:16])[CH2:5][NH:6][C:7]([C:50]1[S:49][CH:53]=[CH:30][CH:32]=1)=[O:9].